Dataset: Forward reaction prediction with 1.9M reactions from USPTO patents (1976-2016). Task: Predict the product of the given reaction. (1) Given the reactants C(N1CC[CH2:6][CH:5](CCN2C(OC)=NC3C2=NC(O[C@@H](C)CCC)=NC=3N)[CH2:4]1)C.[CH2:29]([O:33][C:34]1[N:42]=[C:41]2[C:37]([N:38]=[C:39]([O:55][CH3:56])[N:40]2[CH2:43][CH2:44][CH2:45][CH2:46][CH2:47][CH2:48][CH:49]2[CH2:54][CH2:53][NH:52][CH2:51][CH2:50]2)=[C:36]([NH2:57])[N:35]=1)[CH2:30][CH2:31][CH3:32].ICC, predict the reaction product. The product is: [CH2:29]([O:33][C:34]1[N:42]=[C:41]2[C:37]([N:38]=[C:39]([O:55][CH3:56])[N:40]2[CH2:43][CH2:44][CH2:45][CH2:46][CH2:47][CH2:48][CH:49]2[CH2:50][CH2:51][N:52]([CH:5]([CH3:6])[CH3:4])[CH2:53][CH2:54]2)=[C:36]([NH2:57])[N:35]=1)[CH2:30][CH2:31][CH3:32]. (2) Given the reactants [OH:1][CH2:2][C:3]([C:5]1[CH:10]=[CH:9][CH:8]=[CH:7][CH:6]=1)=O.[O-:11][C:12]#[N:13].[K+].C(O)(=O)C.O, predict the reaction product. The product is: [C:5]1([C:3]2[NH:13][C:12](=[O:11])[O:1][CH:2]=2)[CH:10]=[CH:9][CH:8]=[CH:7][CH:6]=1. (3) The product is: [CH2:13]([N:20]1[CH2:24][CH2:23][C:22]([C:2]2[CH:7]=[C:6]([F:8])[CH:5]=[C:4]([F:9])[CH:3]=2)([OH:25])[CH2:21]1)[C:14]1[CH:15]=[CH:16][CH:17]=[CH:18][CH:19]=1. Given the reactants Br[C:2]1[CH:7]=[C:6]([F:8])[CH:5]=[C:4]([F:9])[CH:3]=1.[Mg].II.[CH2:13]([N:20]1[CH2:24][CH2:23][C:22](=[O:25])[CH2:21]1)[C:14]1[CH:19]=[CH:18][CH:17]=[CH:16][CH:15]=1.[Cl-].[NH4+], predict the reaction product. (4) Given the reactants O=C1C=CC(=O)[N:3]1[CH2:8][CH2:9][CH2:10][C:11]([OH:13])=[O:12].[NH2:14][CH2:15][C:16]([NH:18][CH2:19][C:20]([NH:22][CH2:23][C:24]([NH:26][CH2:27][CH2:28][C:29]([O:31][C:32]([CH3:35])([CH3:34])[CH3:33])=[O:30])=[O:25])=[O:21])=[O:17].Cl.CN(C)CCCN=C=NCC, predict the reaction product. The product is: [CH2:9]([CH2:8][NH2:3])[CH2:10][C:11]([OH:13])=[O:12].[NH2:14][CH2:15][C:16]([NH:18][CH2:19][C:20]([NH:22][CH2:23][C:24]([NH:26][CH2:27][CH2:28][C:29]([O:31][C:32]([CH3:35])([CH3:34])[CH3:33])=[O:30])=[O:25])=[O:21])=[O:17]. (5) Given the reactants [F:1][C:2]1[CH:9]=[C:8]([F:10])[C:7]([F:11])=[CH:6][C:3]=1[CH:4]=O.[CH3:12][O:13][C:14]1[CH:15]=[C:16]([CH:20]=[CH:21][C:22]=1[O:23][CH3:24])[CH2:17][C:18]#[N:19], predict the reaction product. The product is: [CH3:12][O:13][C:14]1[CH:15]=[C:16](/[C:17](=[CH:4]/[C:3]2[CH:6]=[C:7]([F:11])[C:8]([F:10])=[CH:9][C:2]=2[F:1])/[C:18]#[N:19])[CH:20]=[CH:21][C:22]=1[O:23][CH3:24]. (6) Given the reactants O(P(O[C:18]1[N:19]([C:24]([O:26][C:27]([CH3:30])([CH3:29])[CH3:28])=[O:25])[CH2:20][CH2:21][O:22][CH:23]=1)(OC1C=CC=CC=1)=O)C1C=CC=CC=1.[C:31]1([CH3:40])[CH:36]=[CH:35][CH:34]=[CH:33][C:32]=1B(O)O, predict the reaction product. The product is: [C:31]1([CH3:40])[CH:36]=[CH:35][CH:34]=[CH:33][C:32]=1[C:18]1[N:19]([C:24]([O:26][C:27]([CH3:28])([CH3:29])[CH3:30])=[O:25])[CH2:20][CH2:21][O:22][CH:23]=1. (7) Given the reactants [Si:1](Cl)([C:14]([CH3:17])([CH3:16])[CH3:15])([C:8]1[CH:13]=[CH:12][CH:11]=[CH:10][CH:9]=1)[C:2]1[CH:7]=[CH:6][CH:5]=[CH:4][CH:3]=1.[OH:19][CH2:20][C:21](=[CH2:24])[CH2:22][OH:23], predict the reaction product. The product is: [Si:1]([O:19][CH2:20][C:21](=[CH2:24])[CH2:22][OH:23])([C:14]([CH3:17])([CH3:16])[CH3:15])([C:8]1[CH:13]=[CH:12][CH:11]=[CH:10][CH:9]=1)[C:2]1[CH:7]=[CH:6][CH:5]=[CH:4][CH:3]=1. (8) Given the reactants [C:1]([O:4][C:5]([C:9](=[O:19])[CH2:10][C:11](=[O:18])[C:12]1[CH:17]=[CH:16][CH:15]=[CH:14][CH:13]=1)=[CH:6]OC)(=[O:3])[CH3:2].C1(C)C=CC(S([O-])(=O)=O)=CC=1.[NH+]1C=CC=CC=1, predict the reaction product. The product is: [C:1]([O:4][C:5]1[C:9](=[O:19])[CH:10]=[C:11]([C:12]2[CH:17]=[CH:16][CH:15]=[CH:14][CH:13]=2)[O:18][CH:6]=1)(=[O:3])[CH3:2]. (9) Given the reactants [CH2:1]([O:3][C:4](=[O:17])[C:5]([O:8][C:9]1[CH:14]=[CH:13][C:12]([OH:15])=[CH:11][C:10]=1[CH3:16])([CH3:7])[CH3:6])[CH3:2].Cl[CH2:19][C:20]1[C:21]([CH:36]2[CH2:38][CH2:37]2)=[N:22][C:23]([C:26]2[CH:31]=[CH:30][C:29]([C:32]([F:35])([F:34])[F:33])=[CH:28][CH:27]=2)=[N:24][CH:25]=1, predict the reaction product. The product is: [CH2:1]([O:3][C:4](=[O:17])[C:5]([O:8][C:9]1[CH:14]=[CH:13][C:12]([O:15][CH2:19][C:20]2[C:21]([CH:36]3[CH2:38][CH2:37]3)=[N:22][C:23]([C:26]3[CH:27]=[CH:28][C:29]([C:32]([F:34])([F:35])[F:33])=[CH:30][CH:31]=3)=[N:24][CH:25]=2)=[CH:11][C:10]=1[CH3:16])([CH3:6])[CH3:7])[CH3:2].